The task is: Predict the product of the given reaction.. This data is from Forward reaction prediction with 1.9M reactions from USPTO patents (1976-2016). (1) The product is: [C:1]([C:4]([N:6]([CH2:18][C:19]1[CH:20]=[CH:21][C:22]([CH2:25][CH2:26][CH2:27][CH2:28][CH2:29][CH2:30][CH2:31][CH2:32][CH2:33][CH2:34][C:35]([OH:37])=[O:36])=[CH:23][CH:24]=1)[CH2:7][C:8]1[CH:13]=[CH:12][C:11]([C:14]([F:15])([F:17])[F:16])=[CH:10][CH:9]=1)=[O:5])([OH:3])=[O:2]. Given the reactants [C:1]([C:4]([N:6]([CH2:18][C:19]1[CH:24]=[CH:23][C:22]([C:25]#[C:26][CH2:27][CH2:28][CH2:29][CH2:30][CH2:31][CH2:32][CH2:33][CH2:34][C:35]([OH:37])=[O:36])=[CH:21][CH:20]=1)[CH2:7][C:8]1[CH:13]=[CH:12][C:11]([C:14]([F:17])([F:16])[F:15])=[CH:10][CH:9]=1)=[O:5])([OH:3])=[O:2], predict the reaction product. (2) Given the reactants Br[CH2:2][C:3]1[N:7]([CH2:8][CH2:9][NH:10][C:11](=[O:17])[O:12][C:13]([CH3:16])([CH3:15])[CH3:14])[N:6]=[C:5]([CH2:18][CH3:19])[C:4]=1[O:20][C:21]1[CH:26]=[C:25]([Cl:27])[CH:24]=[C:23]([Cl:28])[CH:22]=1.N.C([N:33](C(C)C)CC)(C)C, predict the reaction product. The product is: [NH2:33][CH2:2][C:3]1[N:7]([CH2:8][CH2:9][NH:10][C:11](=[O:17])[O:12][C:13]([CH3:16])([CH3:15])[CH3:14])[N:6]=[C:5]([CH2:18][CH3:19])[C:4]=1[O:20][C:21]1[CH:26]=[C:25]([Cl:27])[CH:24]=[C:23]([Cl:28])[CH:22]=1. (3) The product is: [OH:22][C@@H:20]([C@H:17]1[C:16](=[O:30])[N:15]2[C@@H:18]1[CH2:19][C:13]([C:9]1[CH:10]=[CH:11][CH:12]=[C:7]([CH2:6][O:5][C:3]([NH:2][CH3:1])=[O:4])[CH:8]=1)=[C:14]2[C:31]([O:33][CH2:34][CH:35]=[CH2:36])=[O:32])[CH3:21]. Given the reactants [CH3:1][NH:2][C:3]([O:5][CH2:6][C:7]1[CH:8]=[C:9]([C:13]2[CH2:19][C@H:18]3[N:15]([C:16](=[O:30])[C@@H:17]3[C@H:20]([O:22][Si](CC)(CC)CC)[CH3:21])[C:14]=2[C:31]([O:33][CH2:34][CH:35]=[CH2:36])=[O:32])[CH:10]=[CH:11][CH:12]=1)=[O:4].FC(F)(F)S(O)(=O)=O.C(=O)([O-])O.[Na+], predict the reaction product. (4) The product is: [CH2:7]([O:14][C:15]1[CH:22]=[CH:21][C:20]([O:23][CH2:24][CH3:25])=[CH:19][C:16]=1[CH2:17][C:28]([O:31][CH3:32])=[O:30])[C:8]1[CH:13]=[CH:12][CH:11]=[CH:10][CH:9]=1. Given the reactants CSCS(C)=O.[CH2:7]([O:14][C:15]1[CH:22]=[CH:21][C:20]([O:23][CH2:24][CH3:25])=[CH:19][C:16]=1[CH:17]=O)[C:8]1[CH:13]=[CH:12][CH:11]=[CH:10][CH:9]=1.CO.[C:28]([O:31][CH2:32]C)(=[O:30])C, predict the reaction product. (5) The product is: [Cl:1][C:2]1[CH:3]=[CH:4][C:5]2[N:6]([C:8]([CH2:14][C:15]3[C:20]([F:21])=[CH:19][CH:18]=[C:17]([F:22])[C:16]=3[F:23])=[N:9][C:10]=2[C:11](=[NH:12])[NH:13][NH2:26])[CH:7]=1. Given the reactants [Cl:1][C:2]1[CH:3]=[CH:4][C:5]2[N:6]([C:8]([CH2:14][C:15]3[C:20]([F:21])=[CH:19][CH:18]=[C:17]([F:22])[C:16]=3[F:23])=[N:9][C:10]=2[C:11](=[NH:13])[NH2:12])[CH:7]=1.C([N:26](CC)CC)C.O.NN, predict the reaction product.